From a dataset of Forward reaction prediction with 1.9M reactions from USPTO patents (1976-2016). Predict the product of the given reaction. (1) Given the reactants [CH2:1]([N:5]1[CH2:10][CH2:9][NH:8][C:7](=[O:11])[C:6]1=[O:12])[CH2:2][CH2:3][CH3:4].[H-].[Na+].Br[CH:16]([C:21]1[CH:26]=[CH:25][CH:24]=[CH:23][CH:22]=1)[C:17]([O:19][CH3:20])=[O:18], predict the reaction product. The product is: [CH2:1]([N:5]1[CH2:10][CH2:9][N:8]([CH:16]([C:21]2[CH:26]=[CH:25][CH:24]=[CH:23][CH:22]=2)[C:17]([O:19][CH3:20])=[O:18])[C:7](=[O:11])[C:6]1=[O:12])[CH2:2][CH2:3][CH3:4]. (2) Given the reactants [BH4-].[Na+].[C:3]([C:11]1[CH:16]=[CH:15][C:14]2[C:17]3[S:18][C:19]4[CH:26]=[CH:25][CH:24]=[CH:23][C:20]=4[C:21]=3[S:22][C:13]=2[CH:12]=1)(=O)[C:4]1[CH:9]=[CH:8][CH:7]=[CH:6][CH:5]=1.[Cl-].[Al+3].[Cl-].[Cl-].O, predict the reaction product. The product is: [CH2:3]([C:11]1[CH:16]=[CH:15][C:14]2[C:17]3[S:18][C:19]4[CH:26]=[CH:25][CH:24]=[CH:23][C:20]=4[C:21]=3[S:22][C:13]=2[CH:12]=1)[C:4]1[CH:5]=[CH:6][CH:7]=[CH:8][CH:9]=1.